This data is from Full USPTO retrosynthesis dataset with 1.9M reactions from patents (1976-2016). The task is: Predict the reactants needed to synthesize the given product. (1) Given the product [N+:1]([C:4]1[CH:5]=[CH:6][C:7]([C:10]2[N:11]=[C:12]([NH2:15])[NH:13][CH:14]=2)=[CH:8][CH:9]=1)([O-:3])=[O:2], predict the reactants needed to synthesize it. The reactants are: [N+:1]([C:4]1[CH:9]=[CH:8][C:7]([C:10]2[N:11]=[C:12]([NH:15]C(=O)C)[NH:13][CH:14]=2)=[CH:6][CH:5]=1)([O-:3])=[O:2].Cl.[OH-].[Na+]. (2) Given the product [F:24][C:25]1[CH:26]=[C:27]2[C:31](=[CH:32][C:33]=1[NH:34][C:35](=[O:38])[CH2:36][OH:37])[NH:30][C:29](=[O:39])/[C:28]/2=[CH:14]\[C:11]1[NH:10][C:7]2[CH2:8][CH2:9][N:4]([CH2:3][C@@H:2]([OH:1])[CH2:17][N:18]3[CH2:19][CH2:20][O:21][CH2:22][CH2:23]3)[C:5](=[O:16])[C:6]=2[C:12]=1[CH3:13], predict the reactants needed to synthesize it. The reactants are: [OH:1][C@@H:2]([CH2:17][N:18]1[CH2:23][CH2:22][O:21][CH2:20][CH2:19]1)[CH2:3][N:4]1[CH2:9][CH2:8][C:7]2[NH:10][C:11]([CH:14]=O)=[C:12]([CH3:13])[C:6]=2[C:5]1=[O:16].[F:24][C:25]1[CH:26]=[C:27]2[C:31](=[CH:32][C:33]=1[NH:34][C:35](=[O:38])[CH2:36][OH:37])[NH:30][C:29](=[O:39])[CH2:28]2.N1CCCCC1.